From a dataset of TCR-epitope binding with 47,182 pairs between 192 epitopes and 23,139 TCRs. Binary Classification. Given a T-cell receptor sequence (or CDR3 region) and an epitope sequence, predict whether binding occurs between them. (1) The epitope is TPGPGVRYPL. The TCR CDR3 sequence is CASRSRKLAGIWKQYF. Result: 0 (the TCR does not bind to the epitope). (2) The epitope is SEPVLKGVKL. The TCR CDR3 sequence is CASSSIWTGEEAFF. Result: 1 (the TCR binds to the epitope). (3) The epitope is HLVDFQVTI. The TCR CDR3 sequence is CASSYTGTGSQPQHF. Result: 0 (the TCR does not bind to the epitope). (4) The epitope is ALSKGVHFV. The TCR CDR3 sequence is CASSTTGVGETQYF. Result: 0 (the TCR does not bind to the epitope). (5) The epitope is CINGVCWTV. The TCR CDR3 sequence is CASSLQEWDPNYGYTF. Result: 1 (the TCR binds to the epitope).